The task is: Regression. Given a peptide amino acid sequence and an MHC pseudo amino acid sequence, predict their binding affinity value. This is MHC class II binding data.. This data is from Peptide-MHC class II binding affinity with 134,281 pairs from IEDB. The peptide sequence is AACTAGTTVYGAFAA. The MHC is HLA-DPA10103-DPB10601 with pseudo-sequence HLA-DPA10103-DPB10601. The binding affinity (normalized) is 0.0893.